From a dataset of Full USPTO retrosynthesis dataset with 1.9M reactions from patents (1976-2016). Predict the reactants needed to synthesize the given product. (1) Given the product [I:1][C:2]1[C:10]2[CH:9]=[C:8]([CH2:11][CH2:12][CH2:13][CH2:14][N:15]3[CH:19]=[C:18]([C:20]([OH:22])=[O:21])[N:17]=[N:16]3)[N:7]=[N:6][C:5]=2[NH:4][CH:3]=1, predict the reactants needed to synthesize it. The reactants are: [I:1][C:2]1[C:10]2[CH:9]=[C:8]([CH2:11][CH2:12][CH2:13][CH2:14][N:15]3[CH:19]=[C:18]([C:20]([O:22]C)=[O:21])[N:17]=[N:16]3)[N:7]=[N:6][C:5]=2[NH:4][CH:3]=1.[Li+].[OH-]. (2) The reactants are: [Cl:1][C:2]1[CH:3]=[C:4]([CH:31]=[CH:32][CH:33]=1)[CH2:5][NH:6][C:7]([C:9]1[N:10]([CH2:25][CH:26]([O:29][CH3:30])[O:27][CH3:28])[CH:11]=[C:12]([NH2:24])[C:13](=[O:23])[C:14]=1[O:15][CH2:16][C:17]1[CH:22]=[CH:21][CH:20]=[CH:19][CH:18]=1)=[O:8].C(N(CC)CC)C.[C:41](Cl)(=[O:44])[CH2:42][CH3:43].C(=O)([O-])O.[Na+]. Given the product [CH2:16]([O:15][C:14]1[C:13](=[O:23])[C:12]([NH:24][C:41](=[O:44])[CH2:42][CH3:43])=[CH:11][N:10]([CH2:25][CH:26]([O:27][CH3:28])[O:29][CH3:30])[C:9]=1[C:7](=[O:8])[NH:6][CH2:5][C:4]1[CH:31]=[CH:32][CH:33]=[C:2]([Cl:1])[CH:3]=1)[C:17]1[CH:22]=[CH:21][CH:20]=[CH:19][CH:18]=1, predict the reactants needed to synthesize it. (3) Given the product [Cl:1][C:2]1[N:3]=[CH:4][C:5]2[CH:14]=[C:15]([CH:16]([O:20][CH2:21][CH3:22])[O:17][CH2:18][CH3:19])[N:8]([CH:9]3[CH2:13][CH2:12][CH2:11][CH2:10]3)[C:6]=2[N:7]=1, predict the reactants needed to synthesize it. The reactants are: [Cl:1][C:2]1[N:7]=[C:6]([NH:8][CH:9]2[CH2:13][CH2:12][CH2:11][CH2:10]2)[C:5]([C:14]#[C:15][CH:16]([O:20][CH2:21][CH3:22])[O:17][CH2:18][CH3:19])=[CH:4][N:3]=1.[F-].C([N+](CCCC)(CCCC)CCCC)CCC. (4) Given the product [CH3:29][O:30][C:31](=[O:46])[C:32]1[CH:37]=[CH:36][C:35]([NH:38][CH:39]2[CH2:43][CH2:42][CH2:41][CH:40]2[CH3:44])=[C:34]([NH:45][C:7](=[O:9])[CH2:6][C:2]2[S:1][CH:5]=[CH:4][CH:3]=2)[CH:33]=1, predict the reactants needed to synthesize it. The reactants are: [S:1]1[CH:5]=[CH:4][CH:3]=[C:2]1[CH2:6][C:7]([OH:9])=O.C1C=NC2N(O)N=NC=2C=1.CCN(C(C)C)C(C)C.[CH3:29][O:30][C:31](=[O:46])[C:32]1[CH:37]=[CH:36][C:35]([NH:38][CH:39]2[CH2:43][CH2:42][CH2:41][CH:40]2[CH3:44])=[C:34]([NH2:45])[CH:33]=1.Cl. (5) Given the product [NH2:17][S:14]([C:13]1[CH:12]=[C:11]([CH:10]=[C:9]([N:21]2[CH2:25][CH2:24][CH2:23][CH2:22]2)[C:8]=1[O:7][C:4]1[CH:5]=[CH:6][CH:1]=[CH:2][CH:3]=1)[C:18]([O-:20])=[O:19])(=[O:16])=[O:15].[CH2:27]([N+:34]([CH3:37])([CH3:36])[CH3:35])[C:28]1[CH:33]=[CH:32][CH:31]=[CH:30][CH:29]=1, predict the reactants needed to synthesize it. The reactants are: [CH:1]1[CH:2]=[CH:3][C:4]([O:7][C:8]2[C:9]([N:21]3[CH2:25][CH2:24][CH2:23][CH2:22]3)=[CH:10][C:11]([C:18]([OH:20])=[O:19])=[CH:12][C:13]=2[S:14]([NH2:17])(=[O:16])=[O:15])=[CH:5][CH:6]=1.[OH-].[CH2:27]([N+:34]([CH3:37])([CH3:36])[CH3:35])[C:28]1[CH:33]=[CH:32][CH:31]=[CH:30][CH:29]=1.